The task is: Predict the product of the given reaction.. This data is from Forward reaction prediction with 1.9M reactions from USPTO patents (1976-2016). (1) Given the reactants [NH2:1][C:2]1[CH:3]=[C:4]([NH:8][C:9]2[CH:10]=[CH:11][CH:12]=[C:13]3[C:17]=2[NH:16][C:15](=[O:18])[CH2:14]3)[CH:5]=[CH:6][CH:7]=1.[CH3:19][N:20]1[CH2:25][CH2:24][N:23]([CH2:26][C:27]2[CH:35]=[CH:34][C:30]([C:31](O)=[O:32])=[CH:29][CH:28]=2)[CH2:22][CH2:21]1.C(N(CC)C(C)C)(C)C.CN(C(ON1N=NC2C=CC=NC1=2)=[N+](C)C)C.F[P-](F)(F)(F)(F)F, predict the reaction product. The product is: [CH3:19][N:20]1[CH2:25][CH2:24][N:23]([CH2:26][C:27]2[CH:35]=[CH:34][C:30]([C:31]([NH:1][C:2]3[CH:7]=[CH:6][CH:5]=[C:4]([NH:8][C:9]4[CH:10]=[CH:11][CH:12]=[C:13]5[C:17]=4[NH:16][C:15](=[O:18])[CH2:14]5)[CH:3]=3)=[O:32])=[CH:29][CH:28]=2)[CH2:22][CH2:21]1. (2) Given the reactants [C:1]([O:5][C:6]([N:8]1[CH2:13][CH2:12][C:11]2([C:21]3[C:16](=[CH:17][CH:18]=[C:19]([C:22]([OH:24])=O)[CH:20]=3)[N:15]([C:25]3[C:26]4[C@H:33]([CH3:34])[CH2:32][CH2:31][C:27]=4[N:28]=[CH:29][N:30]=3)[CH2:14]2)[CH2:10][CH2:9]1)=[O:7])([CH3:4])([CH3:3])[CH3:2].Cl.[CH3:36][NH:37][O:38][CH3:39], predict the reaction product. The product is: [CH3:39][O:38][N:37]([CH3:36])[C:22]([C:19]1[CH:20]=[C:21]2[C:11]3([CH2:10][CH2:9][N:8]([C:6]([O:5][C:1]([CH3:3])([CH3:4])[CH3:2])=[O:7])[CH2:13][CH2:12]3)[CH2:14][N:15]([C:25]3[C:26]4[C@H:33]([CH3:34])[CH2:32][CH2:31][C:27]=4[N:28]=[CH:29][N:30]=3)[C:16]2=[CH:17][CH:18]=1)=[O:24]. (3) Given the reactants [C:1]1([CH3:10])[CH:6]=[CH:5][CH:4]=[C:3]([C:7]([OH:9])=O)[CH:2]=1.[CH2:11]([N:13]([CH2:17][CH3:18])C(Cl)=O)[CH3:12].C(N(CC)CC)C, predict the reaction product. The product is: [CH2:11]([N:13]([CH2:17][CH3:18])[C:7]([C:3]1[CH:2]=[C:1]([CH3:10])[CH:6]=[CH:5][CH:4]=1)=[O:9])[CH3:12]. (4) Given the reactants Cl.C(N=C=NC[CH2:8][CH2:9][N:10]([CH3:12])C)C.O[N:14]1[C:18]2[CH:19]=[CH:20][CH:21]=[CH:22]C=2N=N1.[CH:23]([N:26](C(C)C)CC)(C)C.[CH:32]1([CH2:40][O:41][C:42]2[CH:50]=[CH:49][C:45]([C:46]([OH:48])=O)=[CH:44][CH:43]=2)[CH2:39][CH2:38][CH2:37][CH2:36][CH2:35][CH2:34][CH2:33]1.C1(CO)CCCCCCC1.CC[O:63][C:64](C)=[O:65], predict the reaction product. The product is: [CH:32]1([CH2:40][O:41][C:42]2[CH:43]=[CH:44][C:45]([C:46]([N:10]3[CH2:9][CH2:8][N:26]([C:64]([O:63][C:21]4[CH:22]=[N:14][CH:18]=[CH:19][CH:20]=4)=[O:65])[CH2:23][CH2:12]3)=[O:48])=[CH:49][CH:50]=2)[CH2:33][CH2:34][CH2:35][CH2:36][CH2:37][CH2:38][CH2:39]1. (5) Given the reactants [C:1](Cl)(=[O:10])[CH:2]=[CH:3][C:4]1[CH:9]=[CH:8][CH:7]=[CH:6][CH:5]=1.N1C=CC=CC=1.[CH3:18][O:19][C:20]1[CH:25]=[CH:24][C:23]([NH2:26])=[CH:22][CH:21]=1, predict the reaction product. The product is: [CH3:18][O:19][C:20]1[CH:25]=[CH:24][C:23]([NH:26][C:1](=[O:10])[CH:2]=[CH:3][C:4]2[CH:9]=[CH:8][CH:7]=[CH:6][CH:5]=2)=[CH:22][CH:21]=1.